The task is: Predict the product of the given reaction.. This data is from Forward reaction prediction with 1.9M reactions from USPTO patents (1976-2016). (1) Given the reactants [CH:1]1([CH2:6][CH:7]([C:11]2[CH:16]=[CH:15][C:14]([S:17]([CH3:20])(=[O:19])=[O:18])=[CH:13][CH:12]=2)[C:8]([OH:10])=O)[CH2:5][CH2:4][CH2:3][CH2:2]1.C(N(CC)C(C)C)(C)C.F[P-](F)(F)(F)(F)F.CN(C(N(C)C)=[N+]1C2C(=NC=CC=2)[N+]([O-])=N1)C.Cl.[CH:55]([C:58]1[O:62][N:61]=[CH:60][C:59]=1[NH2:63])([CH3:57])[CH3:56], predict the reaction product. The product is: [CH:1]1([CH2:6][CH:7]([C:11]2[CH:16]=[CH:15][C:14]([S:17]([CH3:20])(=[O:19])=[O:18])=[CH:13][CH:12]=2)[C:8]([NH:63][C:59]2[CH:60]=[N:61][O:62][C:58]=2[CH:55]([CH3:57])[CH3:56])=[O:10])[CH2:2][CH2:3][CH2:4][CH2:5]1. (2) Given the reactants C(N1C=CN=C1)(N1C=CN=C1)=O.[Cl:13][C:14]1[CH:22]=[C:21]([Cl:23])[CH:20]=[CH:19][C:15]=1[C:16]([OH:18])=O.[Cl:24][C:25]1[N:30]=[CH:29][C:28]([S:31]([NH2:34])(=[O:33])=[O:32])=[CH:27][CH:26]=1.N12CCCN=C1CCCCC2, predict the reaction product. The product is: [Cl:13][C:14]1[CH:22]=[C:21]([Cl:23])[CH:20]=[CH:19][C:15]=1[C:16]([NH:34][S:31]([C:28]1[CH:29]=[N:30][C:25]([Cl:24])=[CH:26][CH:27]=1)(=[O:32])=[O:33])=[O:18]. (3) Given the reactants [C:1]([OH:13])(=O)[CH2:2][C:3]([CH2:8][C:9]([OH:11])=O)([C:5](O)=O)O.[C:14]([O-])(=O)[C:15]1C=CC=C[CH:16]=1.[Na+].CCCCCCCCCCCCC[N+:37]([CH2:40][C:41]1[CH:42]=[CH:43][CH:44]=[CH:45]C=1)([CH3:39])[CH3:38].[Cl-].[OH2:48], predict the reaction product. The product is: [CH:43]1[C:42]2[CH2:41][C@H:40]3[N:37]([CH2:38][CH2:5][C@@:3]45[C@H:16]3[CH:15]=[CH:14][C@H:1]([OH:13])[C@@H:2]4[O:11][C:9]([C:8]=25)=[C:45]([OH:48])[CH:44]=1)[CH3:39].